Dataset: Catalyst prediction with 721,799 reactions and 888 catalyst types from USPTO. Task: Predict which catalyst facilitates the given reaction. (1) Reactant: [CH2:1]([N:6]([CH2:28][CH2:29][CH:30]([CH3:32])[CH3:31])[C:7](=[O:27])[C:8]1[CH:13]=[CH:12][C:11]([N+:14]([O-])=O)=[C:10]([NH:17][CH2:18][CH2:19][CH2:20][N:21]2[CH2:26][CH2:25][O:24][CH2:23][CH2:22]2)[N:9]=1)[CH2:2][CH:3]([CH3:5])[CH3:4].Cl.O.O.[Sn](Cl)Cl.[OH-].[Na+]. Product: [NH2:14][C:11]1[CH:12]=[CH:13][C:8]([C:7]([N:6]([CH2:28][CH2:29][CH:30]([CH3:32])[CH3:31])[CH2:1][CH2:2][CH:3]([CH3:5])[CH3:4])=[O:27])=[N:9][C:10]=1[NH:17][CH2:18][CH2:19][CH2:20][N:21]1[CH2:26][CH2:25][O:24][CH2:23][CH2:22]1. The catalyst class is: 229. (2) Reactant: O.[OH-].[Li+].[N:4]1([CH2:8][C:9]2[N:14]=[C:13]([C:15]([F:18])([F:17])[F:16])[N:12]=[C:11]([C:19]([O:21]CC)=[O:20])[CH:10]=2)[CH2:7][CH2:6][CH2:5]1.[ClH:24].C(#N)C. Product: [ClH:24].[ClH:24].[N:4]1([CH2:8][C:9]2[N:14]=[C:13]([C:15]([F:18])([F:17])[F:16])[N:12]=[C:11]([C:19]([OH:21])=[O:20])[CH:10]=2)[CH2:7][CH2:6][CH2:5]1. The catalyst class is: 30. (3) Reactant: [Cl:1][C:2]1[S:6][C:5]([S:7]([N:10]([CH2:16][CH3:17])[C:11](=[CH2:15])[C:12]([OH:14])=O)(=[O:9])=[O:8])=[CH:4][CH:3]=1.CCOC(OC(OCC)=O)=O.[F:29][C:30]([F:46])([F:45])[C:31]1[CH:36]=[CH:35][C:34]([C:37]2[CH:42]=[C:41]([CH2:43][NH2:44])[CH:40]=[CH:39][N:38]=2)=[CH:33][CH:32]=1. Product: [Cl:1][C:2]1[S:6][C:5]([S:7]([N:10]([CH2:16][CH3:17])[C:11](=[CH2:15])[C:12]([NH:44][CH2:43][C:41]2[CH:40]=[CH:39][N:38]=[C:37]([C:34]3[CH:35]=[CH:36][C:31]([C:30]([F:46])([F:29])[F:45])=[CH:32][CH:33]=3)[CH:42]=2)=[O:14])(=[O:8])=[O:9])=[CH:4][CH:3]=1. The catalyst class is: 1. (4) Reactant: [Br:1][C:2]1[CH:7]=[C:6]([Cl:8])[CH:5]=[CH:4][C:3]=1[CH2:9]Br.[C-:11]#[N:12].[Na+]. Product: [Br:1][C:2]1[CH:7]=[C:6]([Cl:8])[CH:5]=[CH:4][C:3]=1[CH2:9][C:11]#[N:12]. The catalyst class is: 40. (5) Reactant: [F:1][C:2]([C@@H:5]1[CH2:10][CH2:9][C@H:8]([O:11][C:12]2[CH:13]=[C:14]3[C:19](=[CH:20][CH:21]=2)[CH:18]=[C:17]([C@:22]2([CH3:28])[CH2:26][O:25]C(=O)[NH:23]2)[CH:16]=[CH:15]3)[CH2:7][CH2:6]1)([F:4])[CH3:3]. Product: [NH2:23][C@@:22]([C:17]1[CH:16]=[CH:15][C:14]2[C:19](=[CH:20][CH:21]=[C:12]([O:11][C@H:8]3[CH2:9][CH2:10][C@H:5]([C:2]([F:1])([F:4])[CH3:3])[CH2:6][CH2:7]3)[CH:13]=2)[CH:18]=1)([CH3:28])[CH2:26][OH:25]. The catalyst class is: 88.